From a dataset of Full USPTO retrosynthesis dataset with 1.9M reactions from patents (1976-2016). Predict the reactants needed to synthesize the given product. (1) The reactants are: [NH2:1][C:2]1[N:7]=[C:6](S(C)=O)[C:5]([C:11]2[CH:12]=[CH:13][C:14](=[O:20])[N:15]([CH:17]([CH3:19])[CH3:18])[N:16]=2)=[C:4]([C:21]2[CH:26]=[CH:25][CH:24]=[CH:23][CH:22]=2)[N:3]=1.[CH3:27][NH2:28]. Given the product [NH2:1][C:2]1[N:7]=[C:6]([NH:28][CH3:27])[C:5]([C:11]2[CH:12]=[CH:13][C:14](=[O:20])[N:15]([CH:17]([CH3:19])[CH3:18])[N:16]=2)=[C:4]([C:21]2[CH:26]=[CH:25][CH:24]=[CH:23][CH:22]=2)[N:3]=1, predict the reactants needed to synthesize it. (2) Given the product [NH:1]1[CH:5]=[CH:4][C:3]([C:6]2[NH:7][C:8]3[CH:9]=[CH:10][CH:11]=[C:12]([C:15]([OH:17])=[O:16])[C:13]=3[CH:14]=2)=[N:2]1, predict the reactants needed to synthesize it. The reactants are: [NH:1]1[CH:5]=[CH:4][C:3]([C:6]2[NH:7][C:8]3[CH:9]=[CH:10][CH:11]=[C:12]([C:15]([O:17]CC)=[O:16])[C:13]=3[CH:14]=2)=[N:2]1.[OH-].[Na+]. (3) Given the product [OH:45][CH2:46][C:42]1[CH:41]=[C:40]([O:39][CH3:38])[CH:49]=[CH:48][C:43]=1[C:8]1[CH:7]=[CH:6][C:5]2[C:10](=[CH:11][CH:12]=[C:3]([O:2][CH3:1])[CH:4]=2)[C:9]=1[C:13]([C:14]1[CH:19]=[CH:18][C:17]([O:20][CH2:21][CH2:22][N:23]2[CH2:28][CH2:27][CH2:26][CH2:25][CH2:24]2)=[CH:16][CH:15]=1)=[O:29], predict the reactants needed to synthesize it. The reactants are: [CH3:1][O:2][C:3]1[CH:4]=[C:5]2[C:10](=[CH:11][CH:12]=1)[C:9]([C:13](=[O:29])[C:14]1[CH:19]=[CH:18][C:17]([O:20][CH2:21][CH2:22][N:23]3[CH2:28][CH2:27][CH2:26][CH2:25][CH2:24]3)=[CH:16][CH:15]=1)=[C:8](OS(C(F)(F)F)(=O)=O)[CH:7]=[CH:6]2.[CH3:38][O:39][C:40]1[CH:49]=[CH:48][C:43]2B(O)[O:45][CH2:46][C:42]=2[CH:41]=1.C(=O)([O-])[O-].[Na+].[Na+]. (4) Given the product [C:3]([C:6]([NH:9][C:10]([C:12]1[CH:13]=[C:14]([C:18]2[CH:19]=[C:20]3[C:29]([C:30]([NH:32][CH3:33])=[O:31])=[C:28]([C:34]4[CH:39]=[CH:38][C:37]([F:40])=[CH:36][CH:35]=4)[O:27][C:21]3=[N:22][C:23]=2[CH2:24][CH2:25][CH3:26])[CH:15]=[CH:16][CH:17]=1)=[O:11])([CH3:7])[CH3:8])#[N:2], predict the reactants needed to synthesize it. The reactants are: O1C=N[C:3]([C:6]([NH:9][C:10]([C:12]2[CH:13]=[C:14]([C:18]3[CH:19]=[C:20]4[C:29]([C:30]([NH:32][CH3:33])=[O:31])=[C:28]([C:34]5[CH:39]=[CH:38][C:37]([F:40])=[CH:36][CH:35]=5)[O:27][C:21]4=[N:22][C:23]=3/[CH:24]=[CH:25]/[CH3:26])[CH:15]=[CH:16][CH:17]=2)=[O:11])([CH3:8])[CH3:7])=[N:2]1. (5) Given the product [ClH:36].[CH3:1][N:2]([CH2:11][CH2:12][NH:13][S:14]([C:17]1[CH:22]=[C:21]([S:23]([C:26]2[CH:31]=[CH:30][CH:29]=[CH:28][CH:27]=2)(=[O:24])=[O:25])[CH:20]=[CH:19][C:18]=1[C:32]([F:34])([F:33])[F:35])(=[O:15])=[O:16])[CH2:3][C:4]([OH:6])=[O:5], predict the reactants needed to synthesize it. The reactants are: [CH3:1][N:2]([CH2:11][CH2:12][NH:13][S:14]([C:17]1[CH:22]=[C:21]([S:23]([C:26]2[CH:31]=[CH:30][CH:29]=[CH:28][CH:27]=2)(=[O:25])=[O:24])[CH:20]=[CH:19][C:18]=1[C:32]([F:35])([F:34])[F:33])(=[O:16])=[O:15])[CH2:3][C:4]([O:6]C(C)(C)C)=[O:5].[ClH:36]. (6) Given the product [NH2:33][C:28]1[O:29][C@H:30]2[C@@H:32]([C@:26]([C:24]3[CH:25]=[C:20]([NH:19][C:45](=[O:46])[C:42]4[C:41]([O:48][CH3:49])=[CH:40][C:39]([Cl:38])=[CH:44][N:43]=4)[CH:21]=[CH:22][C:23]=3[F:37])([CH:34]([F:35])[F:36])[N:27]=1)[CH2:31]2, predict the reactants needed to synthesize it. The reactants are: CCCP1(OP(CCC)(=O)OP(CCC)(=O)O1)=O.[NH2:19][C:20]1[CH:21]=[CH:22][C:23]([F:37])=[C:24]([C@@:26]2([CH:34]([F:36])[F:35])[C@H:32]3[C@H:30]([CH2:31]3)[O:29][C:28]([NH2:33])=[N:27]2)[CH:25]=1.[Cl:38][C:39]1[CH:40]=[C:41]([O:48][CH3:49])[C:42]([C:45](O)=[O:46])=[N:43][CH:44]=1.